From a dataset of Full USPTO retrosynthesis dataset with 1.9M reactions from patents (1976-2016). Predict the reactants needed to synthesize the given product. The reactants are: [NH2:1][C:2]1[C:3](Cl)=[N:4][C:5]2[C:10]([C:11]=1[NH:12][CH2:13][CH2:14][O:15][CH2:16][CH2:17][O:18][CH2:19][CH2:20][O:21][CH2:22][CH2:23][P:24](=[O:31])([O:28][CH2:29][CH3:30])[O:25][CH2:26][CH3:27])=[CH:9][CH:8]=[CH:7][CH:6]=2.F[P-](F)(F)(F)(F)F.[N:40]1(OC(N(C)C)=[N+](C)C)C2N=CC=CC=2N=N1.[CH2:57]([O:59][CH2:60][C:61](O)=O)[CH3:58]. Given the product [NH2:40][C:3]1[C:2]2[N:1]=[C:58]([CH2:57][O:59][CH2:60][CH3:61])[N:12]([CH2:13][CH2:14][O:15][CH2:16][CH2:17][O:18][CH2:19][CH2:20][O:21][CH2:22][CH2:23][P:24](=[O:31])([O:28][CH2:29][CH3:30])[O:25][CH2:26][CH3:27])[C:11]=2[C:10]2[CH:9]=[CH:8][CH:7]=[CH:6][C:5]=2[N:4]=1, predict the reactants needed to synthesize it.